This data is from Full USPTO retrosynthesis dataset with 1.9M reactions from patents (1976-2016). The task is: Predict the reactants needed to synthesize the given product. (1) Given the product [Cl:1][C:2]1[CH:7]=[CH:6][CH:5]=[C:4]([Cl:8])[C:3]=1[NH:9][C:10]([NH:12][C:13]1[S:14][C:15]([C:25]2[CH:26]=[CH:27][C:28]([F:31])=[CH:29][CH:30]=2)=[CH:16][C:17]=1[C:18]([OH:20])=[O:19])=[O:11], predict the reactants needed to synthesize it. The reactants are: [Cl:1][C:2]1[CH:7]=[CH:6][CH:5]=[C:4]([Cl:8])[C:3]=1[NH:9][C:10]([NH:12][C:13]1[S:14][C:15]([C:25]2[CH:30]=[CH:29][C:28]([F:31])=[CH:27][CH:26]=2)=[CH:16][C:17]=1[C:18]([O:20]C(C)(C)C)=[O:19])=[O:11].C(O)(C(F)(F)F)=O. (2) Given the product [O:17]1[C:21](/[CH:22]=[CH:11]/[C:12]([O:14][CH2:15][CH3:16])=[O:13])=[CH:20][N:19]=[CH:18]1, predict the reactants needed to synthesize it. The reactants are: [H-].[Na+].C(OP([CH2:11][C:12]([O:14][CH2:15][CH3:16])=[O:13])(OCC)=O)C.[O:17]1[C:21]([CH:22]=O)=[CH:20][N:19]=[CH:18]1. (3) Given the product [C:13]1([NH:19][C:20]2[CH:25]=[CH:24][C:23]([NH:26][C:10]([C:3]3[C:4]4[C:9](=[CH:8][CH:7]=[CH:6][CH:5]=4)[NH:1][N:2]=3)=[O:12])=[CH:22][CH:21]=2)[CH:14]=[CH:15][CH:16]=[CH:17][CH:18]=1, predict the reactants needed to synthesize it. The reactants are: [NH:1]1[C:9]2[C:4](=[CH:5][CH:6]=[CH:7][CH:8]=2)[C:3]([C:10]([OH:12])=O)=[N:2]1.[C:13]1([NH:19][C:20]2[CH:25]=[CH:24][C:23]([NH2:26])=[CH:22][CH:21]=2)[CH:18]=[CH:17][CH:16]=[CH:15][CH:14]=1.C1(N=C=NC2CCCCC2)CCCCC1. (4) Given the product [Cl:1][C:2]1[CH:3]=[C:4]([C:8]2[N:13]=[C:12]([CH2:14][C:15]3[CH:16]=[CH:17][C:18]([C:21]([CH3:26])([CH3:27])[CH2:22][OH:23])=[CH:19][CH:20]=3)[CH:11]=[C:10]([CH2:28][CH3:29])[N:9]=2)[CH:5]=[CH:6][CH:7]=1, predict the reactants needed to synthesize it. The reactants are: [Cl:1][C:2]1[CH:3]=[C:4]([C:8]2[N:13]=[C:12]([CH2:14][C:15]3[CH:20]=[CH:19][C:18]([C:21]([CH3:27])([CH3:26])[C:22](OC)=[O:23])=[CH:17][CH:16]=3)[CH:11]=[C:10]([CH2:28][CH3:29])[N:9]=2)[CH:5]=[CH:6][CH:7]=1. (5) Given the product [CH3:11][O:12][C:13](=[O:24])[C:14]1[CH:19]=[CH:18][C:17]([NH:8][C:6]2[CH:5]=[CH:4][N:3]=[C:2]([Br:1])[CH:7]=2)=[C:16]([N+:21]([O-:23])=[O:22])[CH:15]=1, predict the reactants needed to synthesize it. The reactants are: [Br:1][C:2]1[CH:7]=[C:6]([NH2:8])[CH:5]=[CH:4][N:3]=1.[H-].[Na+].[CH3:11][O:12][C:13](=[O:24])[C:14]1[CH:19]=[CH:18][C:17](F)=[C:16]([N+:21]([O-:23])=[O:22])[CH:15]=1. (6) Given the product [ClH:32].[OH:1][C:2]1[CH:7]=[CH:6][CH:5]=[CH:4][C:3]=1[C:8]1[N:17]=[C:16]([N:18]2[CH2:22][CH2:21][C@@H:20]([CH2:23][NH:24][C:25](=[O:30])[O:26][CH2:27][CH2:28][CH3:29])[CH2:19]2)[C:15]2[C:10](=[CH:11][C:12]([CH3:31])=[CH:13][CH:14]=2)[N:9]=1, predict the reactants needed to synthesize it. The reactants are: [OH:1][C:2]1[CH:7]=[CH:6][CH:5]=[CH:4][C:3]=1[C:8]1[N:17]=[C:16]([N:18]2[CH2:22][CH2:21][C@@H:20]([CH2:23][NH:24][C:25](=[O:30])[O:26][CH2:27][CH2:28][CH3:29])[CH2:19]2)[C:15]2[C:10](=[CH:11][C:12]([CH3:31])=[CH:13][CH:14]=2)[N:9]=1.[ClH:32].CCOCC. (7) Given the product [CH2:8]([O:7][C:3]([C:4]1[O:5][C:16]2[N:17]=[N:18][CH:19]=[CH:20][C:15]=2[C:13]=1[OH:12])=[O:6])[CH3:9], predict the reactants needed to synthesize it. The reactants are: [H-].[Na+].[C:3]([O:7][CH2:8][CH3:9])(=[O:6])[CH2:4][OH:5].C([O:12][C:13]([C:15]1[CH:20]=[CH:19][N:18]=[N:17][C:16]=1Cl)=O)C.